Dataset: Peptide-MHC class II binding affinity with 134,281 pairs from IEDB. Task: Regression. Given a peptide amino acid sequence and an MHC pseudo amino acid sequence, predict their binding affinity value. This is MHC class II binding data. (1) The peptide sequence is LTEHGCNRLKRMAVS. The MHC is DRB3_0101 with pseudo-sequence DRB3_0101. The binding affinity (normalized) is 0. (2) The peptide sequence is KNVLKVGRLSAEELM. The MHC is DRB1_1101 with pseudo-sequence DRB1_1101. The binding affinity (normalized) is 0.760. (3) The peptide sequence is IFMTATPPGTADAFP. The MHC is DRB1_1501 with pseudo-sequence DRB1_1501. The binding affinity (normalized) is 0.239.